This data is from Catalyst prediction with 721,799 reactions and 888 catalyst types from USPTO. The task is: Predict which catalyst facilitates the given reaction. (1) Reactant: [H-].[Na+].[CH2:3]([O:5][C:6](=[O:12])[CH:7]([OH:11])[CH2:8][CH:9]=[CH2:10])[CH3:4].Br[CH2:14][C:15]([CH3:17])=[CH2:16]. Product: [CH2:3]([O:5][C:6](=[O:12])[CH:7]([O:11][CH2:16][C:15]([CH3:17])=[CH2:14])[CH2:8][CH:9]=[CH2:10])[CH3:4]. The catalyst class is: 1. (2) Reactant: [CH3:1][O:2][C:3]1[CH:8]=[CH:7][C:6]([O:9][CH3:10])=[C:5]([O:11][CH3:12])[CH:4]=1.[Cl:13][S:14](O)(=[O:16])=[O:15].P(Cl)(Cl)(Cl)=O. Product: [CH3:1][O:2][C:3]1[CH:4]=[C:5]([O:11][CH3:12])[C:6]([O:9][CH3:10])=[CH:7][C:8]=1[S:14]([Cl:13])(=[O:16])=[O:15]. The catalyst class is: 22. (3) Reactant: [NH2:1][C:2]1[CH:3]=[C:4]([CH:9]=[C:10]([C:12]([F:15])([F:14])[F:13])[CH:11]=1)[C:5]([NH:7][CH3:8])=[O:6].N1C=CC=CC=1.[Cl:22][C:23]1[CH:28]=[C:27]([O:29][C:30]2[C:31]3[N:38]([CH3:39])[CH:37]=[CH:36][C:32]=3[N:33]=[CH:34][N:35]=2)[CH:26]=[CH:25][C:24]=1[NH:40][C:41](=O)[O:42]C1C=CC=CC=1. Product: [Cl:22][C:23]1[CH:28]=[C:27]([O:29][C:30]2[C:31]3[N:38]([CH3:39])[CH:37]=[CH:36][C:32]=3[N:33]=[CH:34][N:35]=2)[CH:26]=[CH:25][C:24]=1[NH:40][C:41]([NH:1][C:2]1[CH:3]=[C:4]([CH:9]=[C:10]([C:12]([F:13])([F:14])[F:15])[CH:11]=1)[C:5]([NH:7][CH3:8])=[O:6])=[O:42]. The catalyst class is: 264.